Predict the product of the given reaction. From a dataset of Forward reaction prediction with 1.9M reactions from USPTO patents (1976-2016). (1) Given the reactants [CH3:1][O:2][C:3]1[CH:8]=[C:7]([O:9][CH3:10])[N:6]=[C:5]([N:11]2[C:15]3[CH:16]=[CH:17][CH:18]=[CH:19][C:14]=3[N:13]=[C:12]2S(C)(=O)=O)[N:4]=1.[CH3:24][O-:25].[Na+], predict the reaction product. The product is: [CH3:1][O:2][C:3]1[CH:8]=[C:7]([O:9][CH3:10])[N:6]=[C:5]([N:11]2[C:15]3[CH:16]=[CH:17][CH:18]=[CH:19][C:14]=3[N:13]=[C:12]2[O:25][CH3:24])[N:4]=1. (2) Given the reactants [Cl:1][C:2]1[C:3]([O:9][C:10]2[CH:15]=[C:14]([O:16][CH2:17][CH2:18][O:19][CH3:20])[CH:13]=[CH:12][C:11]=2[CH2:21][CH2:22][C:23](OCC)=[O:24])=[N:4][CH:5]=[C:6]([Cl:8])[CH:7]=1.[H-].C([Al+]CC(C)C)C(C)C.CO.O, predict the reaction product. The product is: [Cl:1][C:2]1[C:3]([O:9][C:10]2[CH:15]=[C:14]([O:16][CH2:17][CH2:18][O:19][CH3:20])[CH:13]=[CH:12][C:11]=2[CH2:21][CH2:22][CH2:23][OH:24])=[N:4][CH:5]=[C:6]([Cl:8])[CH:7]=1. (3) Given the reactants [NH2:1][C:2]1[N:7]=[C:6]([C:8]2[CH:15]=[CH:14][C:11]([C:12]#[N:13])=[C:10](F)[CH:9]=2)[CH:5]=[C:4]([N:17]2[CH2:22][CH2:21]O[CH:19]([C:23]3[NH:24][CH:25]=[C:26]([C:28]4[CH:33]=[CH:32][CH:31]=[C:30]([Cl:34])[CH:29]=4)[N:27]=3)[CH2:18]2)[N:3]=1.[NH2:35][NH2:36].CC#N.[OH2:40], predict the reaction product. The product is: [NH2:1][C:2]1[N:7]=[C:6]([C:8]2[CH:15]=[C:14]3[C:11]([C:12]([NH2:13])=[N:35][NH:36]3)=[CH:10][CH:9]=2)[CH:5]=[C:4]([N:17]2[CH2:22][CH2:21][O:40][CH:19]([C:23]3[NH:24][CH:25]=[C:26]([C:28]4[CH:33]=[CH:32][CH:31]=[C:30]([Cl:34])[CH:29]=4)[N:27]=3)[CH2:18]2)[N:3]=1.